Task: Predict the reactants needed to synthesize the given product.. Dataset: Full USPTO retrosynthesis dataset with 1.9M reactions from patents (1976-2016) (1) Given the product [CH2:1]([N:5]1[C:13]2[N:12]=[C:11]([C:14]#[N:23])[N:10]([CH2:16][CH:17]=[CH2:18])[C:9]=2[C:8](=[O:19])[N:7]([CH3:20])[C:6]1=[O:21])[CH2:2][CH2:3][CH3:4], predict the reactants needed to synthesize it. The reactants are: [CH2:1]([N:5]1[C:13]2[N:12]=[C:11]([CH:14]=O)[N:10]([CH2:16][CH:17]=[CH2:18])[C:9]=2[C:8](=[O:19])[N:7]([CH3:20])[C:6]1=[O:21])[CH2:2][CH2:3][CH3:4].Cl.[NH2:23]O. (2) The reactants are: [Br:1][C:2]1[CH:7]=[CH:6][C:5]([C:8](=O)[C:9]([F:12])([F:11])[F:10])=[CH:4][CH:3]=1.Cl.[CH3:15][S:16][CH2:17][C@@H:18]([C:20]([O:22]C)=[O:21])[NH2:19].C[O-].[K+].[BH4-].[Na+].Cl. Given the product [Br:1][C:2]1[CH:7]=[CH:6][C:5]([C@H:8]([NH:19][C@H:18]([C:20]([OH:22])=[O:21])[CH2:17][S:16][CH3:15])[C:9]([F:12])([F:11])[F:10])=[CH:4][CH:3]=1, predict the reactants needed to synthesize it. (3) Given the product [CH3:22][C:23]1[N:27]([C:28]2[N:33]=[CH:32][CH:31]=[CH:30][N:29]=2)[N:26]=[C:25]([NH:34][C:1](=[O:9])[C:2]2[CH:7]=[CH:6][CH:5]=[N:4][CH:3]=2)[CH:24]=1, predict the reactants needed to synthesize it. The reactants are: [C:1]([OH:9])(=O)[C:2]1[CH:7]=[CH:6][CH:5]=[N:4][CH:3]=1.Cl.C(N=C=NCCCN(C)C)C.[CH3:22][C:23]1[N:27]([C:28]2[N:33]=[CH:32][CH:31]=[CH:30][N:29]=2)[N:26]=[C:25]([NH2:34])[CH:24]=1. (4) Given the product [CH:1]1([CH2:4][O:5][C:6]2[N:11]=[C:10]([C:12]([NH:14][C:15]3([CH2:19][C:20]([OH:22])=[O:21])[CH2:18][CH2:17][CH2:16]3)=[O:13])[CH:9]=[CH:8][C:7]=2[N:24]2[CH2:27][C:26]([F:28])([F:29])[CH2:25]2)[CH2:2][CH2:3]1, predict the reactants needed to synthesize it. The reactants are: [CH:1]1([CH2:4][O:5][C:6]2[N:11]=[C:10]([C:12]([NH:14][C:15]3([CH2:19][C:20]([O:22]C)=[O:21])[CH2:18][CH2:17][CH2:16]3)=[O:13])[CH:9]=[CH:8][C:7]=2[N:24]2[CH2:27][C:26]([F:29])([F:28])[CH2:25]2)[CH2:3][CH2:2]1.O.[OH-].[Li+]. (5) Given the product [Si:5]([O:6][CH2:7][CH2:8][O:9][C:10]1[C:14]([CH3:15])=[C:13]([NH:16][C:34]([NH:49][CH2:48][C:46]2[CH:47]=[C:42]([CH2:41][O:40][CH3:39])[CH:43]=[CH:44][C:45]=2[O:50][C:51]([F:52])([F:53])[F:54])=[O:35])[N:12]([C:17]2[CH:22]=[CH:21][CH:20]=[CH:19][CH:18]=2)[N:11]=1)([C:1]([CH3:2])([CH3:4])[CH3:3])([CH3:24])[CH3:23], predict the reactants needed to synthesize it. The reactants are: [C:1]([Si:5]([CH3:24])([CH3:23])[O:6][CH2:7][CH2:8][O:9][C:10]1[C:14]([CH3:15])=[C:13]([NH2:16])[N:12]([C:17]2[CH:22]=[CH:21][CH:20]=[CH:19][CH:18]=2)[N:11]=1)([CH3:4])([CH3:3])[CH3:2].C1(C2C=CC([CH2:34][O:35]C)=CC=2CN)CC1.[CH3:39][O:40][CH2:41][C:42]1[CH:43]=[CH:44][C:45]([O:50][C:51]([F:54])([F:53])[F:52])=[C:46]([CH2:48][NH2:49])[CH:47]=1. (6) Given the product [C:6]1([C:12]([CH:14]([C:16]2[CH:21]=[CH:20][CH:19]=[CH:18][CH:17]=2)[OH:15])=[O:13])[CH:7]=[CH:8][CH:9]=[CH:10][CH:11]=1, predict the reactants needed to synthesize it. The reactants are: C(O)(=O)C=C.[C:6]1([C:12]([CH:14]([C:16]2[CH:21]=[CH:20][CH:19]=[CH:18][CH:17]=2)[OH:15])=[O:13])[CH:11]=[CH:10][CH:9]=[CH:8][CH:7]=1. (7) Given the product [Cl:16][C:17]1[CH:22]=[C:21]([O:23][C:24]2[CH:25]=[CH:26][C:27]([NH:30][C:11]([NH:9][C:7]([CH:4]3[CH2:5][CH2:6][O:1][CH2:2][CH2:3]3)=[O:8])=[O:12])=[N:28][CH:29]=2)[CH:20]=[CH:19][N:18]=1, predict the reactants needed to synthesize it. The reactants are: [O:1]1[CH2:6][CH2:5][CH:4]([C:7]([NH2:9])=[O:8])[CH2:3][CH2:2]1.C(Cl)(=O)[C:11](Cl)=[O:12].[Cl:16][C:17]1[CH:22]=[C:21]([O:23][C:24]2[CH:25]=[CH:26][C:27]([NH2:30])=[N:28][CH:29]=2)[CH:20]=[CH:19][N:18]=1.N1C=CC=CC=1. (8) Given the product [CH3:24][O:25][C:26]1[CH:27]=[C:28]2[C:33](=[CH:34][C:35]=1[O:36][CH3:37])[N:32]=[CH:31][CH:30]=[C:29]2[O:38][C:17]1[CH:22]=[CH:21][C:20]([N:16]([C:17]2[CH:18]=[CH:19][C:20]([F:23])=[CH:21][CH:22]=2)[C:14]([C:11]2([C:9]([NH2:8])=[O:10])[CH2:12][CH2:13]2)=[O:15])=[CH:19][CH:18]=1, predict the reactants needed to synthesize it. The reactants are: OC1C=CC([NH:8][C:9]([C:11]2([C:14]([NH:16][C:17]3[CH:22]=[CH:21][C:20]([F:23])=[CH:19][CH:18]=3)=[O:15])[CH2:13][CH2:12]2)=[O:10])=CC=1.[CH3:24][O:25][C:26]1[CH:27]=[C:28]2[C:33](=[CH:34][C:35]=1[O:36][CH3:37])[N:32]=[CH:31][CH:30]=[C:29]2[O:38]S(C(F)(F)F)(=O)=O.